This data is from Peptide-MHC class I binding affinity with 185,985 pairs from IEDB/IMGT. The task is: Regression. Given a peptide amino acid sequence and an MHC pseudo amino acid sequence, predict their binding affinity value. This is MHC class I binding data. (1) The peptide sequence is VVFEDGLPR. The MHC is HLA-B40:01 with pseudo-sequence HLA-B40:01. The binding affinity (normalized) is 0.0847. (2) The binding affinity (normalized) is 0.381. The peptide sequence is MEQRVMATL. The MHC is HLA-B08:01 with pseudo-sequence HLA-B08:01.